This data is from Forward reaction prediction with 1.9M reactions from USPTO patents (1976-2016). The task is: Predict the product of the given reaction. (1) Given the reactants Cl[C:2]1[N:7]=[C:6]([C:8]2[CH:12]=[C:11]([NH2:13])[N:10]([CH3:14])[N:9]=2)[CH:5]=[CH:4][N:3]=1.[CH3:15][NH2:16], predict the reaction product. The product is: [NH2:13][C:11]1[N:10]([CH3:14])[N:9]=[C:8]([C:6]2[CH:5]=[CH:4][N:3]=[C:2]([NH:16][CH3:15])[N:7]=2)[CH:12]=1. (2) Given the reactants C([O:3][C:4](=[O:35])[CH2:5][CH2:6][C:7](=[O:34])[N:8]1[C:16]2[C:11](=[CH:12][C:13]([O:17][CH2:18][C:19]3[S:20][C:21]([C:30]([F:33])([F:32])[F:31])=[C:22]([C:24]4[CH:29]=[CH:28][CH:27]=[CH:26][CH:25]=4)[CH:23]=3)=[CH:14][CH:15]=2)[CH2:10][CH2:9]1)C.CO.C1COCC1.[OH-].[Na+].Cl, predict the reaction product. The product is: [O:34]=[C:7]([N:8]1[C:16]2[C:11](=[CH:12][C:13]([O:17][CH2:18][C:19]3[S:20][C:21]([C:30]([F:33])([F:32])[F:31])=[C:22]([C:24]4[CH:25]=[CH:26][CH:27]=[CH:28][CH:29]=4)[CH:23]=3)=[CH:14][CH:15]=2)[CH2:10][CH2:9]1)[CH2:6][CH2:5][C:4]([OH:35])=[O:3].